Dataset: Full USPTO retrosynthesis dataset with 1.9M reactions from patents (1976-2016). Task: Predict the reactants needed to synthesize the given product. (1) Given the product [C:31]([C:30]1[CH:33]=[C:26]([NH:25][C:13]([CH:14]2[C:15]3[C:16](=[CH:20][CH:21]=[CH:22][CH:23]=3)[C:17](=[O:19])[N:12]([CH2:11][CH2:10][O:9][CH3:8])[CH:6]2[C:2]2[S:1][CH:5]=[CH:4][CH:3]=2)=[O:24])[CH:27]=[CH:28][C:29]=1[N:34]1[CH:38]=[CH:37][CH:36]=[CH:35]1)#[N:32], predict the reactants needed to synthesize it. The reactants are: [S:1]1[CH:5]=[CH:4][CH:3]=[C:2]1[CH:6]=O.[CH3:8][O:9][CH2:10][CH2:11][NH2:12].[C:13]1(=[O:24])[O:19][C:17](=O)[C:16]2=[CH:20][CH:21]=[CH:22][CH:23]=[C:15]2[CH2:14]1.[NH2:25][C:26]1[CH:27]=[CH:28][C:29]([N:34]2[CH:38]=[CH:37][CH:36]=[CH:35]2)=[C:30]([CH:33]=1)[C:31]#[N:32]. (2) Given the product [NH2:1][C:4]1[CH:31]=[CH:30][C:7]([C:8]([NH:10][C:11]2[CH:16]=[C:15]([C:17]3[S:18][CH:19]=[CH:20][CH:21]=3)[CH:14]=[CH:13][C:12]=2[NH:22][C:23](=[O:29])[O:24][C:25]([CH3:28])([CH3:26])[CH3:27])=[O:9])=[CH:6][CH:5]=1, predict the reactants needed to synthesize it. The reactants are: [N+:1]([C:4]1[CH:31]=[CH:30][C:7]([C:8]([NH:10][C:11]2[CH:16]=[C:15]([C:17]3[S:18][CH:19]=[CH:20][CH:21]=3)[CH:14]=[CH:13][C:12]=2[NH:22][C:23](=[O:29])[O:24][C:25]([CH3:28])([CH3:27])[CH3:26])=[O:9])=[CH:6][CH:5]=1)([O-])=O.[H][H].